From a dataset of Forward reaction prediction with 1.9M reactions from USPTO patents (1976-2016). Predict the product of the given reaction. (1) Given the reactants [F:1][C:2]1[C:3]([N:8]2[CH:12]=[C:11]([CH:13]=O)[C:10]([C:15]([O:17][CH2:18][CH3:19])=[O:16])=[N:9]2)=[N:4][CH:5]=[CH:6][CH:7]=1.[Cl:20][C:21]1[S:25][C:24]2[C:26]3([O:32][CH2:33][C:34]([F:36])([F:35])[C:23]=2[CH:22]=1)[CH2:31][CH2:30][NH:29][CH2:28][CH2:27]3.C(O[BH-](OC(=O)C)OC(=O)C)(=O)C.[Na+].C(=O)(O)[O-].[Na+], predict the reaction product. The product is: [Cl:20][C:21]1[S:25][C:24]2[C:26]3([O:32][CH2:33][C:34]([F:35])([F:36])[C:23]=2[CH:22]=1)[CH2:27][CH2:28][N:29]([CH2:13][C:11]1[C:10]([C:15]([O:17][CH2:18][CH3:19])=[O:16])=[N:9][N:8]([C:3]2[C:2]([F:1])=[CH:7][CH:6]=[CH:5][N:4]=2)[CH:12]=1)[CH2:30][CH2:31]3. (2) Given the reactants [CH3:1][C:2]([S@:5]([NH2:7])=[O:6])([CH3:4])[CH3:3].C([O-])([O-])=O.[Cs+].[Cs+].[CH3:14][O:15][C:16]1[N:21]=[C:20]([CH:22]=O)[CH:19]=[CH:18][CH:17]=1, predict the reaction product. The product is: [CH3:14][O:15][C:16]1[N:21]=[C:20](/[CH:22]=[N:7]/[S@@:5]([C:2]([CH3:4])([CH3:3])[CH3:1])=[O:6])[CH:19]=[CH:18][CH:17]=1. (3) Given the reactants [CH3:1][C:2]1[CH:3]=[C:4]([S:9]([N:12]2[C:17]3[CH:18]=[C:19]([C:22]([NH:24][C:25]4[CH:33]=[CH:32][C:28]([C:29]([OH:31])=[O:30])=[CH:27][CH:26]=4)=[O:23])[CH:20]=[CH:21][C:16]=3[O:15][CH2:14][CH2:13]2)(=[O:11])=[O:10])[CH:5]=[C:6]([CH3:8])[CH:7]=1.[CH3:34][C:35]1C=C(S(Cl)(=O)=O)C=C(C)C=1, predict the reaction product. The product is: [CH2:34]([O:30][C:29](=[O:31])[C:28]1[CH:27]=[CH:26][C:25]([NH:24][C:22]([C:19]2[CH:20]=[CH:21][C:16]3[O:15][CH2:14][CH2:13][N:12]([S:9]([C:4]4[CH:5]=[C:6]([CH3:8])[CH:7]=[C:2]([CH3:1])[CH:3]=4)(=[O:11])=[O:10])[C:17]=3[CH:18]=2)=[O:23])=[CH:33][CH:32]=1)[CH3:35]. (4) Given the reactants [NH2:1][C:2]1[S:3][CH:4]=[C:5]([CH2:7][C:8]([O:10][CH2:11][CH3:12])=[O:9])[N:6]=1.[Br:13][C:14]1[C:19]([F:20])=[CH:18][C:17]([S:21](Cl)(=[O:23])=[O:22])=[C:16]([F:25])[CH:15]=1, predict the reaction product. The product is: [Br:13][C:14]1[C:19]([F:20])=[CH:18][C:17]([S:21]([NH:1][C:2]2[S:3][CH:4]=[C:5]([CH2:7][C:8]([O:10][CH2:11][CH3:12])=[O:9])[N:6]=2)(=[O:22])=[O:23])=[C:16]([F:25])[CH:15]=1. (5) Given the reactants [CH3:1][O:2][C:3]1[CH:8]=[CH:7][C:6]([Mg]Br)=[CH:5][CH:4]=1.[I:11][C:12]1[CH:13]=[C:14]2[C:18](=[CH:19][CH:20]=1)[NH:17][C:16](=[O:21])[C:15]2=[O:22], predict the reaction product. The product is: [OH:22][C:15]1([C:6]2[CH:7]=[CH:8][C:3]([O:2][CH3:1])=[CH:4][CH:5]=2)[C:14]2[C:18](=[CH:19][CH:20]=[C:12]([I:11])[CH:13]=2)[NH:17][C:16]1=[O:21]. (6) Given the reactants [Br:1][C:2]1[CH:18]=[CH:17][C:5]([O:6][C:7]2[CH:8]=[C:9]([CH2:13][C:14]([OH:16])=[O:15])[CH:10]=[CH:11][CH:12]=2)=[C:4]([CH:19]=[O:20])[CH:3]=1.S(Cl)(Cl)=O.[OH-].[Na+].[CH3:27]O, predict the reaction product. The product is: [CH3:27][O:15][C:14](=[O:16])[CH2:13][C:9]1[CH:10]=[CH:11][CH:12]=[C:7]([O:6][C:5]2[CH:17]=[CH:18][C:2]([Br:1])=[CH:3][C:4]=2[CH:19]=[O:20])[CH:8]=1. (7) Given the reactants C[O:2][C:3](=[O:31])[CH2:4][CH:5]1[C:14]2[C:9](=[CH:10][C:11]([O:15][CH2:16][C:17]3[S:21][C:20]([C:22]4[CH:27]=[CH:26][C:25]([CH3:28])=[CH:24][CH:23]=4)=[N:19][C:18]=3[CH3:29])=[CH:12][CH:13]=2)[CH2:8][CH2:7][C:6]1=[O:30].O, predict the reaction product. The product is: [CH3:29][C:18]1[N:19]=[C:20]([C:22]2[CH:23]=[CH:24][C:25]([CH3:28])=[CH:26][CH:27]=2)[S:21][C:17]=1[CH2:16][O:15][C:11]1[CH:10]=[C:9]2[C:14](=[CH:13][CH:12]=1)[CH:5]([CH2:4][C:3]([OH:31])=[O:2])[C:6](=[O:30])[CH2:7][CH2:8]2. (8) Given the reactants [NH2:1][C:2]1[N:6]([CH2:7][CH2:8][OH:9])[N:5]=[CH:4][C:3]=1[C:10]#N.Cl.C[OH:14], predict the reaction product. The product is: [NH2:1][C:2]1[N:6]([CH2:7][CH2:8][OH:9])[N:5]=[CH:4][C:3]=1[CH:10]=[O:14]. (9) Given the reactants [Cl:1][C:2]1[CH:3]=[C:4]([CH:21]=[C:22](B2OC(C)(C)C(C)(C)O2)[CH:23]=1)[CH2:5][O:6][C:7]1[CH:12]=[CH:11][CH:10]=[CH:9][C:8]=1[CH2:13][C:14]([O:16][C:17]([CH3:20])([CH3:19])[CH3:18])=[O:15].Br[C:34]1[N:39]=[C:38]([C@H:40]([NH:42][C:43](=[O:49])[O:44][C:45]([CH3:48])([CH3:47])[CH3:46])[CH3:41])[CH:37]=[CH:36][CH:35]=1, predict the reaction product. The product is: [C:45]([O:44][C:43]([NH:42][C@@H:40]([C:38]1[N:39]=[C:34]([C:22]2[CH:21]=[C:4]([CH:3]=[C:2]([Cl:1])[CH:23]=2)[CH2:5][O:6][C:7]2[CH:12]=[CH:11][CH:10]=[CH:9][C:8]=2[CH2:13][C:14]([O:16][C:17]([CH3:19])([CH3:20])[CH3:18])=[O:15])[CH:35]=[CH:36][CH:37]=1)[CH3:41])=[O:49])([CH3:46])([CH3:47])[CH3:48]. (10) Given the reactants C[C:2]1[CH:7]=[CH:6][C:5]([N:8]2[C:16]3[C:11](=[CH:12]C=CC=3)[CH:10]=C2)=[CH:4][CH:3]=1.[NH:17]1[C:25]2[C:20](=[CH:21][CH:22]=[CH:23]C=2)[CH:19]=[CH:18]1.I[C:27]1[CH:32]=[CH:31][C:30]([CH3:33])=[CH:29][CH:28]=1.[C:34]([O-:37])([O-])=O.[K+].[K+].[OH2:40], predict the reaction product. The product is: [CH3:12][CH:11]([CH3:10])[C:16]([NH:8][C:5]1[CH:4]=[CH:3][CH:2]=[C:7]([CH:21]2[CH2:20][CH2:25][N:17]([CH2:18][CH2:19][C@H:33]([O:37][C:34]3[CH:6]=[CH:7][CH:2]=[CH:3][CH:4]=3)[C:30]3[CH:31]=[CH:32][CH:27]=[CH:28][CH:29]=3)[CH2:23][CH2:22]2)[CH:6]=1)=[O:40].